Dataset: Catalyst prediction with 721,799 reactions and 888 catalyst types from USPTO. Task: Predict which catalyst facilitates the given reaction. (1) Reactant: CC(O[C:5]([CH3:7])=[O:6])=O.[NH2:8][C:9]1[CH:14]=[C:13]([C:15]2[N:16]=[C:17]([NH:20][C:21]3[CH:26]=[CH:25][CH:24]=[C:23]([CH3:27])[CH:22]=3)[S:18][CH:19]=2)[CH:12]=[CH:11][N:10]=1. Product: [CH3:27][C:23]1[CH:22]=[C:21]([NH:20][C:17]2[S:18][CH:19]=[C:15]([C:13]3[CH:12]=[CH:11][N:10]=[C:9]([NH:8][C:5](=[O:6])[CH3:7])[CH:14]=3)[N:16]=2)[CH:26]=[CH:25][CH:24]=1. The catalyst class is: 38. (2) Reactant: [Na].[Cl:2][C:3]1[C:16]2[C:15](=[O:17])[C:14]3[C:9](=[CH:10][CH:11]=[CH:12][CH:13]=3)[S:8][C:7]=2[C:6]([OH:18])=[CH:5][CH:4]=1.Br[CH2:20][CH2:21][CH2:22][Cl:23]. Product: [Cl:2][C:3]1[C:16]2[C:15](=[O:17])[C:14]3[C:9](=[CH:10][CH:11]=[CH:12][CH:13]=3)[S:8][C:7]=2[C:6]([O:18][CH2:20][CH2:21][CH2:22][Cl:23])=[CH:5][CH:4]=1. The catalyst class is: 252.